Predict the product of the given reaction. From a dataset of Forward reaction prediction with 1.9M reactions from USPTO patents (1976-2016). (1) The product is: [Br:14][C:15]1[CH:16]=[CH:17][C:18]2[N:19]([CH:21]=[C:22]([C:24]([NH:11][CH2:10][C:6]3[CH:7]=[CH:8][CH:9]=[C:4]([O:3][C:2]([F:12])([F:13])[F:1])[CH:5]=3)=[O:25])[N:23]=2)[CH:20]=1. Given the reactants [F:1][C:2]([F:13])([F:12])[O:3][C:4]1[CH:5]=[C:6]([CH2:10][NH2:11])[CH:7]=[CH:8][CH:9]=1.[Br:14][C:15]1[CH:16]=[CH:17][C:18]2[N:19]([CH:21]=[C:22]([C:24](OCC)=[O:25])[N:23]=2)[CH:20]=1, predict the reaction product. (2) Given the reactants [NH2:1][C:2]1[N:16]=[CH:15][C:14](Br)=[CH:13][C:3]=1[C:4]([NH:6][C:7]1[CH:12]=[CH:11][N:10]=[CH:9][CH:8]=1)=[O:5].[OH:18][C:19]1[CH:24]=[CH:23][C:22](B(O)O)=[CH:21][CH:20]=1, predict the reaction product. The product is: [NH2:1][C:2]1[N:16]=[CH:15][C:14]([C:22]2[CH:23]=[CH:24][C:19]([OH:18])=[CH:20][CH:21]=2)=[CH:13][C:3]=1[C:4]([NH:6][C:7]1[CH:12]=[CH:11][N:10]=[CH:9][CH:8]=1)=[O:5]. (3) Given the reactants [NH2:1][CH2:2][C:3]([CH3:9])([CH3:8])[C:4]([O:6][CH3:7])=[O:5].CCN(CC)CC.[F:17][C:18]([F:31])([F:30])[S:19](O[S:19]([C:18]([F:31])([F:30])[F:17])(=[O:21])=[O:20])(=[O:21])=[O:20], predict the reaction product. The product is: [CH3:8][C:3]([CH3:9])([CH2:2][NH:1][S:19]([C:18]([F:31])([F:30])[F:17])(=[O:21])=[O:20])[C:4]([O:6][CH3:7])=[O:5]. (4) Given the reactants [CH2:1]([O:8][C:9]1[CH:14]=[CH:13][C:12]([NH:15][C:16](=O)[C:17]2[CH:22]=[CH:21][C:20]([Cl:23])=[C:19]([N+:24]([O-:26])=[O:25])[CH:18]=2)=[CH:11][CH:10]=1)[C:2]1[CH:7]=[CH:6][CH:5]=[CH:4][CH:3]=1.COC1C=CC(P2(SP(C3C=CC(OC)=CC=3)(=S)S2)=[S:37])=CC=1, predict the reaction product. The product is: [CH2:1]([O:8][C:9]1[CH:14]=[CH:13][C:12]([NH:15][C:16](=[S:37])[C:17]2[CH:22]=[CH:21][C:20]([Cl:23])=[C:19]([N+:24]([O-:26])=[O:25])[CH:18]=2)=[CH:11][CH:10]=1)[C:2]1[CH:7]=[CH:6][CH:5]=[CH:4][CH:3]=1. (5) The product is: [Cl:28][C:2]1[C:3]2[N:4]([CH:14]=[CH:15][CH:16]=2)[C:5]2[C:10]([N:11]=1)=[CH:9][C:8]([C:12]#[N:13])=[CH:7][CH:6]=2. Given the reactants O=[C:2]1[NH:11][C:10]2[C:5](=[CH:6][CH:7]=[C:8]([C:12]#[N:13])[CH:9]=2)[N:4]2[CH:14]=[CH:15][CH:16]=[C:3]12.CCN(C(C)C)C(C)C.O=P(Cl)(Cl)[Cl:28].O, predict the reaction product. (6) Given the reactants [CH3:1][C:2]1[CH:7]=[CH:6][C:5]([C:8]2[CH2:13][CH2:12][CH2:11][CH2:10][C:9]=2[C:14]([OH:16])=O)=[CH:4][CH:3]=1.[NH2:17][C:18]1[CH:23]=[CH:22][C:21]([N:24]([CH2:32][CH2:33][C:34]2[CH:39]=[CH:38][CH:37]=[CH:36][N:35]=2)C(=O)OC(C)(C)C)=[CH:20][CH:19]=1.O.ON1C2C=CC=CC=2N=N1.Cl.CN(C)CCCN=C=NCC.FC(F)(F)C(O)=O, predict the reaction product. The product is: [CH3:1][C:2]1[CH:3]=[CH:4][C:5]([C:8]2[CH2:13][CH2:12][CH2:11][CH2:10][C:9]=2[C:14]([NH:17][C:18]2[CH:19]=[CH:20][C:21]([NH:24][CH2:32][CH2:33][C:34]3[CH:39]=[CH:38][CH:37]=[CH:36][N:35]=3)=[CH:22][CH:23]=2)=[O:16])=[CH:6][CH:7]=1.